Dataset: Catalyst prediction with 721,799 reactions and 888 catalyst types from USPTO. Task: Predict which catalyst facilitates the given reaction. Reactant: Cl[C:2]([O:4][CH2:5][CH3:6])=[O:3].[N:7]1([C:21]([O:23][C:24]([CH3:27])([CH3:26])[CH3:25])=[O:22])[CH2:12][CH2:11][C:10]2([NH:17][CH2:16][CH2:15][N:14]3[CH:18]=[CH:19][CH:20]=[C:13]23)[CH2:9][CH2:8]1.C([O-])([O-])=O.[K+].[K+]. Product: [C:10]12([CH2:11][CH2:12][N:7]([C:21]([O:23][C:24]([CH3:27])([CH3:26])[CH3:25])=[O:22])[CH2:8][CH2:9]1)[N:17]([C:2]([O:4][CH2:5][CH3:6])=[O:3])[CH2:16][CH2:15][N:14]1[CH:18]=[CH:19][CH:20]=[C:13]21. The catalyst class is: 10.